From a dataset of Forward reaction prediction with 1.9M reactions from USPTO patents (1976-2016). Predict the product of the given reaction. (1) Given the reactants C(OC(=O)[NH:7][CH:8]1[CH:13]2[CH:9]1[CH2:10][N:11]([CH2:14][CH2:15][N:16]1[C:21]3[CH:22]=[C:23]([C:26]#[N:27])[CH:24]=[CH:25][C:20]=3[O:19][CH2:18][C:17]1=[O:28])[CH2:12]2)(C)(C)C.NC1CCN(CCN2C3C(=CC=C(C#N)C=3)C=CC2=O)CC1, predict the reaction product. The product is: [NH2:7][CH:8]1[CH:13]2[CH:9]1[CH2:10][N:11]([CH2:14][CH2:15][N:16]1[C:21]3[CH:22]=[C:23]([C:26]#[N:27])[CH:24]=[CH:25][C:20]=3[O:19][CH2:18][C:17]1=[O:28])[CH2:12]2. (2) The product is: [CH2:13]([O:9][CH:6]1[CH2:7][O:8][CH:3]([O:2][CH3:1])[CH2:4][CH2:5]1)[C:14]1[CH:19]=[CH:18][CH:17]=[CH:16][CH:15]=1. Given the reactants [CH3:1][O:2][CH:3]1[O:8][CH2:7][CH:6]([OH:9])[CH2:5][CH2:4]1.[H-].[Na+].Br[CH2:13][C:14]1[CH:19]=[CH:18][CH:17]=[CH:16][CH:15]=1, predict the reaction product. (3) Given the reactants Br[C:2]1[CH:7]=[CH:6][C:5]([O:8][CH3:9])=[CH:4][CH:3]=1.C([Li])CCC.[C:15]([O:19][C:20]([N:22]1[CH2:25][CH:24]([CH:26]=[O:27])[CH2:23]1)=[O:21])([CH3:18])([CH3:17])[CH3:16], predict the reaction product. The product is: [C:15]([O:19][C:20]([N:22]1[CH2:25][CH:24]([CH:26]([OH:27])[C:2]2[CH:7]=[CH:6][C:5]([O:8][CH3:9])=[CH:4][CH:3]=2)[CH2:23]1)=[O:21])([CH3:18])([CH3:17])[CH3:16].